This data is from Catalyst prediction with 721,799 reactions and 888 catalyst types from USPTO. The task is: Predict which catalyst facilitates the given reaction. (1) Reactant: [CH2:1]([C:3]1[C:4]([C:14]([OH:16])=O)=[N:5][O:6][C:7]=1[C:8]1[CH:13]=[CH:12][CH:11]=[CH:10][N:9]=1)[CH3:2].[Na].C1C=CC2N(O)N=NC=2C=1.C(N(C(C)C)CC)(C)C.C(Cl)CCl.O[N:42]=[C:43]([C:45]1[CH:62]=[CH:61][C:48]([CH2:49][N:50]2[CH2:53][CH:52]([C:54]([O:56][C:57]([CH3:60])([CH3:59])[CH3:58])=[O:55])[CH2:51]2)=[CH:47][CH:46]=1)[NH2:44].N1C=CC=CC=1C1C(C(F)(F)F)=C(C2ON=C(C3C=CC(CN4CC(C(O)=O)C4)=CC=3)N=2)ON=1. Product: [CH2:1]([C:3]1[C:4]([C:14]2[O:16][N:44]=[C:43]([C:45]3[CH:46]=[CH:47][C:48]([CH2:49][N:50]4[CH2:51][CH:52]([C:54]([O:56][C:57]([CH3:58])([CH3:60])[CH3:59])=[O:55])[CH2:53]4)=[CH:61][CH:62]=3)[N:42]=2)=[N:5][O:6][C:7]=1[C:8]1[CH:13]=[CH:12][CH:11]=[CH:10][N:9]=1)[CH3:2]. The catalyst class is: 10. (2) Reactant: [CH3:1][S:2]([NH:5][C:6]1[CH:7]=[CH:8][C:9]2[N:10]([CH:12]=[C:13]([C:15]([OH:17])=O)[N:14]=2)[CH:11]=1)(=[O:4])=[O:3].[NH2:18][C@@H:19]([CH3:36])[CH2:20][N:21]1[CH:25]=[CH:24][C:23]([C:26]2[CH:33]=[C:32]([F:34])[C:29]([C:30]#[N:31])=[C:28]([Cl:35])[CH:27]=2)=[N:22]1.CN(C(ON1N=NC2C=CC=CC1=2)=[N+](C)C)C.F[P-](F)(F)(F)(F)F. Product: [Cl:35][C:28]1[CH:27]=[C:26]([C:23]2[CH:24]=[CH:25][N:21]([CH2:20][C@@H:19]([NH:18][C:15]([C:13]3[N:14]=[C:9]4[CH:8]=[CH:7][C:6]([NH:5][S:2]([CH3:1])(=[O:3])=[O:4])=[CH:11][N:10]4[CH:12]=3)=[O:17])[CH3:36])[N:22]=2)[CH:33]=[C:32]([F:34])[C:29]=1[C:30]#[N:31]. The catalyst class is: 2. (3) Reactant: C(OC([NH:8][CH:9]([CH2:13][C:14]1[CH:19]=[CH:18][C:17]([O:20][C:21]2[CH:26]=[CH:25][C:24]([CH:27]=[C:28]3[C:36]4[C:31](=[CH:32][CH:33]=[CH:34][CH:35]=4)[NH:30][C:29]3=[O:37])=[CH:23][CH:22]=2)=[CH:16][CH:15]=1)[C:10]([OH:12])=[O:11])=O)(C)(C)C.[ClH:38]. Product: [ClH:38].[NH2:8][CH:9]([CH2:13][C:14]1[CH:15]=[CH:16][C:17]([O:20][C:21]2[CH:26]=[CH:25][C:24]([CH:27]=[C:28]3[C:36]4[C:31](=[CH:32][CH:33]=[CH:34][CH:35]=4)[NH:30][C:29]3=[O:37])=[CH:23][CH:22]=2)=[CH:18][CH:19]=1)[C:10]([OH:12])=[O:11]. The catalyst class is: 4.